This data is from Peptide-MHC class II binding affinity with 134,281 pairs from IEDB. The task is: Regression. Given a peptide amino acid sequence and an MHC pseudo amino acid sequence, predict their binding affinity value. This is MHC class II binding data. (1) The peptide sequence is AFKIAATAANAAPTN. The MHC is DRB1_1201 with pseudo-sequence DRB1_1201. The binding affinity (normalized) is 0.163. (2) The peptide sequence is KGVERLAVMGDVAWD. The MHC is DRB1_1501 with pseudo-sequence DRB1_1501. The binding affinity (normalized) is 0.145. (3) The peptide sequence is RVWEQIFSTWLLKPG. The MHC is HLA-DPA10103-DPB10201 with pseudo-sequence HLA-DPA10103-DPB10201. The binding affinity (normalized) is 0.616.